Task: Predict the product of the given reaction.. Dataset: Forward reaction prediction with 1.9M reactions from USPTO patents (1976-2016) (1) Given the reactants [F:1][C:2]1[CH:11]=[CH:10][C:5]([C:6]([O:8][CH3:9])=[O:7])=[C:4]([OH:12])[CH:3]=1.[CH3:13][O:14][C:15]1[CH:22]=[CH:21][C:18]([CH2:19]Cl)=[CH:17][CH:16]=1.C([O-])([O-])=O.[K+].[K+], predict the reaction product. The product is: [F:1][C:2]1[CH:11]=[CH:10][C:5]([C:6]([O:8][CH3:9])=[O:7])=[C:4]([O:12][CH2:19][C:18]2[CH:21]=[CH:22][C:15]([O:14][CH3:13])=[CH:16][CH:17]=2)[CH:3]=1. (2) The product is: [CH:51]1([C:2]2[CH:3]=[C:4]([C@H:12]3[O:16][C:15](=[O:17])[N:14]([CH2:18][C:19]4[C:24]([C:25]5[CH:30]=[C:29]([CH:31]([CH3:32])[CH3:33])[C:28]([F:34])=[CH:27][C:26]=5[O:35][CH3:36])=[CH:23][N:22]=[C:21]([N:37]5[CH2:38][CH:39]([F:41])[CH2:40]5)[N:20]=4)[C@H:13]3[CH3:42])[CH:5]=[C:6]([C:8]([F:9])([F:10])[F:11])[CH:7]=2)[CH2:53][CH2:52]1. Given the reactants Br[C:2]1[CH:3]=[C:4]([C@H:12]2[O:16][C:15](=[O:17])[N:14]([CH2:18][C:19]3[C:24]([C:25]4[CH:30]=[C:29]([CH:31]([CH3:33])[CH3:32])[C:28]([F:34])=[CH:27][C:26]=4[O:35][CH3:36])=[CH:23][N:22]=[C:21]([N:37]4[CH2:40][CH:39]([F:41])[CH2:38]4)[N:20]=3)[C@H:13]2[CH3:42])[CH:5]=[C:6]([C:8]([F:11])([F:10])[F:9])[CH:7]=1.P([O-])([O-])([O-])=O.[K+].[K+].[K+].[CH:51]1(B(O)O)[CH2:53][CH2:52]1, predict the reaction product. (3) Given the reactants CCCCCC.C(O)C.[CH3:10][O:11][C:12]1[CH:17]=[CH:16][C:15]([NH:18][C:19]([C:21]2[CH:26]=[CH:25][C:24]([C:27]3[CH:32]=[CH:31][CH:30]=[CH:29][CH:28]=3)=[CH:23][CH:22]=2)=[O:20])=[CH:14][C:13]=1[NH:33][C:34](=[O:43])[CH:35]([N:37]1[CH2:42][CH2:41][O:40][CH2:39][CH2:38]1)[CH3:36], predict the reaction product. The product is: [CH3:10][O:11][C:12]1[CH:17]=[CH:16][C:15]([NH:18][C:19]([C:21]2[CH:26]=[CH:25][C:24]([C:27]3[CH:32]=[CH:31][CH:30]=[CH:29][CH:28]=3)=[CH:23][CH:22]=2)=[O:20])=[CH:14][C:13]=1[NH:33][C:34](=[O:43])[C@H:35]([N:37]1[CH2:38][CH2:39][O:40][CH2:41][CH2:42]1)[CH3:36]. (4) The product is: [Cl:17][C:18]1[CH:24]=[CH:23][CH:22]=[CH:21][C:19]=1[NH:20][CH2:10][C:9]1[CH:12]=[CH:13][C:14]([O:15][CH3:16])=[C:7]([O:6][CH:1]2[CH2:5][CH2:4][CH2:3][CH2:2]2)[CH:8]=1. Given the reactants [CH:1]1([O:6][C:7]2[CH:8]=[C:9]([CH:12]=[CH:13][C:14]=2[O:15][CH3:16])[CH:10]=O)[CH2:5][CH2:4][CH2:3][CH2:2]1.[Cl:17][C:18]1[CH:24]=[CH:23][CH:22]=[CH:21][C:19]=1[NH2:20].O, predict the reaction product.